Dataset: Full USPTO retrosynthesis dataset with 1.9M reactions from patents (1976-2016). Task: Predict the reactants needed to synthesize the given product. (1) Given the product [CH2:25]([NH:27][C:21]([C:17]1[S:16][C:15]([CH2:14][CH2:13][C:12]2[C:8]([C:5]3[CH:4]=[CH:3][C:2]([F:1])=[CH:7][N:6]=3)=[N:9][O:10][C:11]=2[CH3:24])=[N:19][C:18]=1[CH3:20])=[O:23])[CH3:26], predict the reactants needed to synthesize it. The reactants are: [F:1][C:2]1[CH:3]=[CH:4][C:5]([C:8]2[C:12]([CH2:13][CH2:14][C:15]3[S:16][C:17]([C:21]([OH:23])=O)=[C:18]([CH3:20])[N:19]=3)=[C:11]([CH3:24])[O:10][N:9]=2)=[N:6][CH:7]=1.[CH2:25]([NH2:27])[CH3:26]. (2) The reactants are: C1C(=O)N([Br:8])C(=O)C1.[CH3:9][Si:10]([CH3:59])([CH3:58])[CH2:11][CH2:12][O:13][CH2:14][N:15]([CH2:50][O:51][CH2:52][CH2:53][Si:54]([CH3:57])([CH3:56])[CH3:55])[C:16]1[N:21]2[N:22]=[CH:23][C:24]([C:25]3[CH:26]=[N:27][C:28]4[C:33]([CH:34]=3)=[CH:32][C:31]([F:35])=[CH:30][CH:29]=4)=[C:20]2[N:19]=[C:18]([NH:36][CH:37]2[CH2:42][CH2:41][N:40]([C:43]([O:45][C:46]([CH3:49])([CH3:48])[CH3:47])=[O:44])[CH2:39][CH2:38]2)[CH:17]=1. Given the product [CH3:57][Si:54]([CH3:56])([CH3:55])[CH2:53][CH2:52][O:51][CH2:50][N:15]([CH2:14][O:13][CH2:12][CH2:11][Si:10]([CH3:9])([CH3:58])[CH3:59])[C:16]1[N:21]2[N:22]=[CH:23][C:24]([C:25]3[CH:26]=[N:27][C:28]4[C:33]([CH:34]=3)=[CH:32][C:31]([F:35])=[CH:30][CH:29]=4)=[C:20]2[N:19]=[C:18]([NH:36][CH:37]2[CH2:42][CH2:41][N:40]([C:43]([O:45][C:46]([CH3:49])([CH3:48])[CH3:47])=[O:44])[CH2:39][CH2:38]2)[C:17]=1[Br:8], predict the reactants needed to synthesize it. (3) Given the product [ClH:1].[CH3:46][N:45]([C:43]([C:37]1[CH:42]=[CH:41][CH:40]=[CH:39][CH:38]=1)=[O:44])[C:9]1[CH:8]=[CH:7][C:6]([CH2:10][N:11]2[CH2:16][CH2:15][N:14]([C:17]3[C:22]([C:23]([O:25][CH:26]([CH3:27])[CH3:28])=[O:24])=[CH:21][CH:20]=[CH:19][N:18]=3)[CH2:13][CH2:12]2)=[CH:5][CH:4]=1, predict the reactants needed to synthesize it. The reactants are: [ClH:1].CN(C(C1C=CC=CC=1)=O)[C:4]1[CH:5]=[C:6]([CH2:10][N:11]2[CH2:16][CH2:15][N:14]([C:17]3[C:22]([C:23]([O:25][CH:26]([CH3:28])[CH3:27])=[O:24])=[CH:21][CH:20]=[CH:19][N:18]=3)[CH2:13][CH2:12]2)[CH:7]=[CH:8][CH:9]=1.[C:37]1([C:43]([NH:45][C:46]2C=CC(CN3CCN(C4C(C(OC(C)C)=O)=CC=CN=4)CC3)=CC=2)=[O:44])[CH:42]=[CH:41][CH:40]=[CH:39][CH:38]=1.IC.[H-].[Na+]. (4) Given the product [C:23]([C:2]1[CH:3]=[N:4][CH:5]=[CH:6][C:7]=1/[CH:8]=[C:9]1/[C:10](=[O:22])[C:11]2[C:16]([CH2:17]/1)=[CH:15][C:14]([O:18][CH3:19])=[C:13]([O:20][CH3:21])[CH:12]=2)(=[O:25])[CH3:24], predict the reactants needed to synthesize it. The reactants are: Br[C:2]1[CH:3]=[N:4][CH:5]=[CH:6][C:7]=1/[CH:8]=[C:9]1/[C:10](=[O:22])[C:11]2[C:16]([CH2:17]/1)=[CH:15][C:14]([O:18][CH3:19])=[C:13]([O:20][CH3:21])[CH:12]=2.[CH2:23]([O:25]C([Sn](CCCC)(CCCC)CCCC)=C)[CH3:24].Cl. (5) Given the product [C:21]1([CH2:20][O:19][C:15]2[CH:16]=[CH:17][C:18]3[CH:2]([CH2:3][CH2:4][C:5]([O:7][CH3:8])=[O:6])[NH:9][CH2:10][CH2:11][CH2:12][C:13]=3[CH:14]=2)[CH:26]=[CH:25][CH:24]=[CH:23][CH:22]=1, predict the reactants needed to synthesize it. The reactants are: O=[C:2]([NH:9][CH2:10][CH2:11][CH2:12][C:13]1[CH:18]=[CH:17][CH:16]=[C:15]([O:19][CH2:20][C:21]2[CH:26]=[CH:25][CH:24]=[CH:23][CH:22]=2)[CH:14]=1)[CH2:3][CH2:4][C:5]([O:7][CH3:8])=[O:6].P(Cl)(Cl)(Cl)=O.[BH4-].[Na+].O. (6) Given the product [CH3:4][N:5]([CH3:36])[O:6][CH2:7][CH2:8][O:9][C@@H:10]1[C@H:14]([OH:15])[C@@H:13]([CH2:19][OH:20])[O:12][C@H:11]1[N:21]1[CH:28]=[C:27]([CH3:29])[C:25](=[O:26])[NH:24][C:22]1=[O:23], predict the reactants needed to synthesize it. The reactants are: F.F.F.[CH3:4][N:5]([CH3:36])[O:6][CH2:7][CH2:8][O:9][C@:10]1(CCN)[C@:14](CCN)([OH:15])[C@@H:13]([CH2:19][OH:20])[O:12][C@@:11]1(CCN)[N:21]1[CH:28]=[C:27]([CH3:29])[C:25](=[O:26])[NH:24][C:22]1=[O:23].[Si](OC[C@H]1O[C@@H](N2C=C(C)C(=O)NC2=O)[C@H](OCCON(C)C)[C@@H]1O)(C(C)(C)C)(C1C=CC=CC=1)C1C=CC=CC=1.CO. (7) Given the product [CH3:28][C@@H:27]1[CH2:26][CH2:25][NH:24][CH2:23][C@@H:22]1[N:12]1[C:13]2=[C:14]3[CH:21]=[CH:20][NH:19][C:15]3=[N:16][CH:17]=[C:18]2[C:10]([CH:7]2[CH2:8][CH2:9][N:4]([C:1](=[O:3])[CH3:2])[CH2:5][CH2:6]2)=[CH:11]1, predict the reactants needed to synthesize it. The reactants are: [C:1]([N:4]1[CH2:9][CH:8]=[C:7]([C:10]2[C:18]3[C:13](=[C:14]4[CH:21]=[CH:20][NH:19][C:15]4=[N:16][CH:17]=3)[N:12]([CH:22]3[CH:27]([CH3:28])[CH2:26][CH2:25][N:24](C(OCC4C=CC=CC=4)=O)[CH2:23]3)[CH:11]=2)[CH2:6][CH2:5]1)(=[O:3])[CH3:2].C([O-])=O.[NH4+]. (8) Given the product [C:1]([NH:4][CH2:5][CH2:6][CH2:7][S:8]([O:11][CH2:12][C:13]([CH3:26])([CH3:25])[C@@H:14]([O:17][Si:18]([CH3:24])([CH3:23])[C:19]([CH3:20])([CH3:22])[CH3:21])[C:15]([OH:29])=[O:16])(=[O:10])=[O:9])(=[O:3])[CH3:2], predict the reactants needed to synthesize it. The reactants are: [C:1]([NH:4][CH2:5][CH2:6][CH2:7][S:8]([O:11][CH2:12][C:13]([CH3:26])([CH3:25])[C@@H:14]([O:17][Si:18]([CH3:24])([CH3:23])[C:19]([CH3:22])([CH3:21])[CH3:20])[CH:15]=[O:16])(=[O:10])=[O:9])(=[O:3])[CH3:2].CC(C)=[O:29].